This data is from Reaction yield outcomes from USPTO patents with 853,638 reactions. The task is: Predict the reaction yield, written as a fraction of the theoretical maximum amount of product (1.0 means a 100% yield; for example, 0.34 means a 34% yield). (1) The reactants are [Br:1][C:2]1[C:3](=[O:31])[N:4]([C:23]2[C:28]([F:29])=[CH:27][CH:26]=[CH:25][C:24]=2[F:30])[C:5]([CH3:22])=[CH:6][C:7]=1[O:8][CH2:9][C:10]1[CH:20]=[CH:19][C:18]([F:21])=[CH:17][C:11]=1[O:12][CH2:13][C:14](O)=[O:15].C[N:33]1CCO[CH2:35][CH2:34]1.ClC(OCC(C)C)=O.C(N)C. The catalyst is CC(N(C)C)=O. The product is [Br:1][C:2]1[C:3](=[O:31])[N:4]([C:23]2[C:28]([F:29])=[CH:27][CH:26]=[CH:25][C:24]=2[F:30])[C:5]([CH3:22])=[CH:6][C:7]=1[O:8][CH2:9][C:10]1[CH:20]=[CH:19][C:18]([F:21])=[CH:17][C:11]=1[O:12][CH2:13][C:14]([NH:33][CH2:34][CH3:35])=[O:15]. The yield is 0.510. (2) The catalyst is C1COCC1. The product is [Cl:19][C:20]1[C:25]2[N:26]=[C:15]([NH:14][C:3]3[CH:4]=[CH:5][C:6]([C:8]4[CH:9]=[N:10][N:11]([CH3:13])[CH:12]=4)=[CH:7][C:2]=3[CH3:1])[N:28]=[CH:29][C:24]=2[CH:23]=[CH:22][N:21]=1. The yield is 0.970. The reactants are [CH3:1][C:2]1[CH:7]=[C:6]([C:8]2[CH:9]=[N:10][N:11]([CH3:13])[CH:12]=2)[CH:5]=[CH:4][C:3]=1[NH:14][CH:15]=O.[H-].[Na+].[Cl:19][C:20]1[C:25]2[N:26]=C(S(C)(=O)=O)[N:28]=[CH:29][C:24]=2[CH:23]=[CH:22][N:21]=1. (3) The reactants are [OH:1][C:2]1[CH:7]=[CH:6][NH:5][C:4](=[O:8])[CH:3]=1.CS(O[CH:14]1[CH2:19][CH2:18][N:17]([C:20]([O:22][C:23]([CH3:26])([CH3:25])[CH3:24])=[O:21])[CH2:16][CH2:15]1)(=O)=O.C(=O)([O-])[O-].[K+].[K+]. The catalyst is CN(C=O)C.CCOC(C)=O.O. The product is [O:8]=[C:4]1[CH:3]=[C:2]([O:1][CH:14]2[CH2:19][CH2:18][N:17]([C:20]([O:22][C:23]([CH3:26])([CH3:25])[CH3:24])=[O:21])[CH2:16][CH2:15]2)[CH:7]=[CH:6][NH:5]1. The yield is 0.387. (4) The reactants are [N:1]([CH2:4][CH2:5][O:6][CH2:7][CH2:8][O:9][CH2:10][CH2:11][O:12][CH2:13][CH2:14][N:15]=[N+]=[N-])=[N+:2]=[N-:3].C1(P(C2C=CC=CC=2)C2C=CC=CC=2)C=CC=CC=1. The catalyst is Cl.CCOCC. The product is [N:1]([CH2:4][CH2:5][O:6][CH2:7][CH2:8][O:9][CH2:10][CH2:11][O:12][CH2:13][CH2:14][NH2:15])=[N+:2]=[N-:3]. The yield is 0.880. (5) The reactants are C(O[C:5](=[O:7])[CH3:6])(=O)C.[CH3:8][NH:9][C:10]1[CH:15]=[CH:14][CH:13]=[CH:12][CH:11]=1. The catalyst is O. The product is [CH3:8][N:9]([C:10]1[CH:15]=[CH:14][CH:13]=[CH:12][CH:11]=1)[C:5](=[O:7])[CH3:6]. The yield is 0.700. (6) The reactants are [Cl:1][C:2]1[N:7]=[C:6]([C:8]([OH:10])=O)[CH:5]=[CH:4][CH:3]=1.[Cl-].[NH4+].CC[N:15](C(C)C)C(C)C.C1C2C3C(=O)N(O)C(=O)C3C1C=C2.CN(C(ON1N=NC2C=CC=CC1=2)=[N+](C)C)C.F[P-](F)(F)(F)(F)F. The catalyst is CN(C=O)C. The product is [Cl:1][C:2]1[N:7]=[C:6]([C:8]([NH2:15])=[O:10])[CH:5]=[CH:4][CH:3]=1. The yield is 0.940. (7) The reactants are Br[C:2]1[S:3][C:4](Br)=[CH:5][C:6]=1[CH2:7][C:8]([O:10][CH2:11][CH3:12])=[O:9].C([Sn](CCCC)(CCCC)[C:19]1[S:20][CH:21]=[CH:22][CH:23]=1)CCC.CN(C)C=O. The catalyst is Cl[Pd](Cl)([P](C1C=CC=CC=1)(C1C=CC=CC=1)C1C=CC=CC=1)[P](C1C=CC=CC=1)(C1C=CC=CC=1)C1C=CC=CC=1.O. The product is [S:3]1[CH:4]=[CH:5][CH:6]=[C:2]1[C:2]1[S:3][C:4]([C:21]2[S:20][CH:19]=[CH:23][CH:22]=2)=[CH:5][C:6]=1[CH2:7][C:8]([O:10][CH2:11][CH3:12])=[O:9]. The yield is 0.850. (8) The reactants are Br[C:2]1[CH:3]=[C:4]([CH:7]=[C:8]([C:10]([F:13])([F:12])[F:11])[CH:9]=1)[C:5]#[N:6].[CH3:14][C:15]1([CH3:31])[C:19]([CH3:21])([CH3:20])[O:18][B:17]([B:17]2[O:18][C:19]([CH3:21])([CH3:20])[C:15]([CH3:31])([CH3:14])[O:16]2)[O:16]1.C([O-])(=O)C.[K+]. The catalyst is O1CCOCC1.C1C=CC(P(C2C=CC=CC=2)[C-]2C=CC=C2)=CC=1.C1C=CC(P(C2C=CC=CC=2)[C-]2C=CC=C2)=CC=1.Cl[Pd]Cl.[Fe+2]. The product is [CH3:14][C:15]1([CH3:31])[C:19]([CH3:21])([CH3:20])[O:18][B:17]([C:2]2[CH:3]=[C:4]([CH:7]=[C:8]([C:10]([F:13])([F:12])[F:11])[CH:9]=2)[C:5]#[N:6])[O:16]1. The yield is 0.330. (9) The reactants are [Cl:1][C:2]1[N:7]=[CH:6][C:5]([CH2:8][NH:9][C:10](=O)[C:11]2[CH:16]=[CH:15][C:14](/[CH:17]=[CH:18]/[CH:19]([C:24]3[CH:29]=[C:28]([Cl:30])[CH:27]=[C:26]([Cl:31])[CH:25]=3)[C:20]([F:23])([F:22])[F:21])=[CH:13][C:12]=2[CH3:32])=[CH:4][CH:3]=1.COC1C=CC(P2(SP(C3C=CC(OC)=CC=3)(=S)S2)=[S:43])=CC=1. The catalyst is C1(C)C=CC=CC=1. The product is [Cl:1][C:2]1[N:7]=[CH:6][C:5]([CH2:8][NH:9][C:10](=[S:43])[C:11]2[CH:16]=[CH:15][C:14](/[CH:17]=[CH:18]/[CH:19]([C:24]3[CH:29]=[C:28]([Cl:30])[CH:27]=[C:26]([Cl:31])[CH:25]=3)[C:20]([F:23])([F:22])[F:21])=[CH:13][C:12]=2[CH3:32])=[CH:4][CH:3]=1. The yield is 0.490. (10) The yield is 0.0800. The catalyst is O1CCOCC1.C1C=CC(/C=C/C(/C=C/C2C=CC=CC=2)=O)=CC=1.C1C=CC(/C=C/C(/C=C/C2C=CC=CC=2)=O)=CC=1.C1C=CC(/C=C/C(/C=C/C2C=CC=CC=2)=O)=CC=1.[Pd].[Pd]. The reactants are [OH:1][C:2]1[C:11]2[C:6](=[CH:7][CH:8]=[C:9](I)[CH:10]=2)[N:5]([CH3:13])[C:4](=[O:14])[C:3]=1[C:15]([NH:17][CH2:18][C:19]([O:21]CC)=[O:20])=[O:16].C(Cl)(Cl)Cl.CC(C1C=C(C(C)C)C(C2C=CC=CC=2P(C2CCCCC2)C2CCCCC2)=C(C(C)C)C=1)C.CC(C)([O-])C.[Na+].[NH:68]1[CH2:73][CH2:72][CH2:71][CH2:70][CH2:69]1. The product is [OH:1][C:2]1[C:11]2[C:6](=[CH:7][CH:8]=[C:9]([N:68]3[CH2:73][CH2:72][CH2:71][CH2:70][CH2:69]3)[CH:10]=2)[N:5]([CH3:13])[C:4](=[O:14])[C:3]=1[C:15]([NH:17][CH2:18][C:19]([OH:21])=[O:20])=[O:16].